From a dataset of Reaction yield outcomes from USPTO patents with 853,638 reactions. Predict the reaction yield, written as a fraction of the theoretical maximum amount of product (1.0 means a 100% yield; for example, 0.34 means a 34% yield). (1) The reactants are C1COCC1.[NH2:6][C:7]1[C:12]2=[C:13]([C:27]3[CH:32]=[CH:31][C:30]([NH:33][C:34]([NH:36][C:37]4[CH:42]=[C:41]([C:43]([F:46])([F:45])[F:44])[CH:40]=[CH:39][N:38]=4)=[O:35])=[CH:29][CH:28]=3)[C:14]([C:16]([NH:18][C@H:19]([C:22]([O:24][CH2:25][CH3:26])=[O:23])[CH2:20]O)=[O:17])=[CH:15][N:11]2[N:10]=[CH:9][N:8]=1.CCN(S(F)(F)F)CC.C([O-])([O-])=O.[K+].[K+]. The catalyst is CCOC(C)=O.C(Cl)Cl.CCOC(C)=O.CO. The product is [NH2:6][C:7]1[C:12]2=[C:13]([C:27]3[CH:28]=[CH:29][C:30]([NH:33][C:34]([NH:36][C:37]4[CH:42]=[C:41]([C:43]([F:45])([F:46])[F:44])[CH:40]=[CH:39][N:38]=4)=[O:35])=[CH:31][CH:32]=3)[C:14]([C:16]3[O:17][CH2:20][CH:19]([C:22]([O:24][CH2:25][CH3:26])=[O:23])[N:18]=3)=[CH:15][N:11]2[N:10]=[CH:9][N:8]=1. The yield is 0.180. (2) The reactants are [NH:1]1[C:9]2[C:4](=[CH:5][CH:6]=[CH:7][CH:8]=2)[CH2:3][CH2:2]1.[Cl:10][CH2:11][C:12](Cl)=[O:13].O. The catalyst is CC(C)=O. The product is [Cl:10][CH2:11][C:12]([N:1]1[C:9]2[C:4](=[CH:5][CH:6]=[CH:7][CH:8]=2)[CH2:3][CH2:2]1)=[O:13]. The yield is 0.760. (3) The reactants are [N:1]1([C:6]2[C:11]([F:12])=[C:10]([NH:13][NH2:14])[N:9]=[C:8]([CH3:15])[N:7]=2)[CH2:5][CH:4]=[CH:3][CH2:2]1.[CH:16]1([CH2:21][C@H:22]([CH2:26][N:27]([CH:35]=[O:36])[O:28][CH:29]2[CH2:34][CH2:33][CH2:32][CH2:31][O:30]2)[C:23](O)=[O:24])[CH2:20][CH2:19][CH2:18][CH2:17]1.C1C=NC2N(O)N=NC=2C=1.CN1CCOCC1.C(Cl)CCl. The catalyst is CN(C=O)C. The product is [CH:16]1([CH2:21][C@@H:22]([C:23]([NH:14][NH:13][C:10]2[C:11]([F:12])=[C:6]([N:1]3[CH2:2][CH:3]=[CH:4][CH2:5]3)[N:7]=[C:8]([CH3:15])[N:9]=2)=[O:24])[CH2:26][N:27]([O:28][CH:29]2[CH2:34][CH2:33][CH2:32][CH2:31][O:30]2)[CH:35]=[O:36])[CH2:20][CH2:19][CH2:18][CH2:17]1. The yield is 0.550. (4) The reactants are [CH3:1][O:2][N:3]=[CH:4][C:5]1[CH:10]=[CH:9][C:8]([F:11])=[CH:7][CH:6]=1.C([BH3-])#N.[Na+].Cl. The catalyst is ClCCl.CO. The product is [F:11][C:8]1[CH:7]=[CH:6][C:5]([CH2:4][NH:3][O:2][CH3:1])=[CH:10][CH:9]=1. The yield is 0.410. (5) The reactants are [O:1]1[CH2:6][CH2:5][O:4][CH2:3][CH:2]1[C:7](=O)[CH3:8].[CH3:10][O:11][C:12]1[CH:17]=[CH:16][C:15]([CH2:18][NH2:19])=[CH:14][CH:13]=1.C(O[BH-](OC(=O)C)OC(=O)C)(=O)C.[Na+]. The catalyst is ClCCCl. The product is [O:1]1[CH2:6][CH2:5][O:4][CH2:3][CH:2]1[CH:7]([NH:19][CH2:18][C:15]1[CH:16]=[CH:17][C:12]([O:11][CH3:10])=[CH:13][CH:14]=1)[CH3:8]. The yield is 0.710. (6) The reactants are [CH:1]([N:4]1[C:8]([C:9]2[CH2:14][O:13][CH2:12][CH2:11][C:10]=2[CH2:15][O:16][C:17]2[C:25]([CH:26]=[O:27])=[C:24]3[C:20]([CH:21]=[N:22][NH:23]3)=[CH:19][CH:18]=2)=[CH:7][CH:6]=[N:5]1)([CH3:3])[CH3:2].I[CH3:29].[H-].[Na+]. The catalyst is C1COCC1. The product is [CH:1]([N:4]1[C:8]([C:9]2[CH2:14][O:13][CH2:12][CH2:11][C:10]=2[CH2:15][O:16][C:17]2[CH:18]=[CH:19][C:20]3[C:24]([C:25]=2[CH:26]=[O:27])=[N:23][N:22]([CH3:29])[CH:21]=3)=[CH:7][CH:6]=[N:5]1)([CH3:2])[CH3:3]. The yield is 0.230.